This data is from Peptide-MHC class II binding affinity with 134,281 pairs from IEDB. The task is: Regression. Given a peptide amino acid sequence and an MHC pseudo amino acid sequence, predict their binding affinity value. This is MHC class II binding data. (1) The peptide sequence is CDPKRYFVPIFSEAV. The binding affinity (normalized) is 0.195. The MHC is DRB1_0901 with pseudo-sequence DRB1_0901. (2) The peptide sequence is TCGFVDERGLYKSLK. The MHC is HLA-DPA10103-DPB10301 with pseudo-sequence HLA-DPA10103-DPB10301. The binding affinity (normalized) is 0.